This data is from Full USPTO retrosynthesis dataset with 1.9M reactions from patents (1976-2016). The task is: Predict the reactants needed to synthesize the given product. (1) The reactants are: [CH2:1]([O:8][C:9](=[O:26])[NH:10][C:11]1[CH:16]=[CH:15][C:14]([O:17][Si:18]([C:21]([CH3:24])([CH3:23])[CH3:22])([CH3:20])[CH3:19])=[CH:13][C:12]=1[CH3:25])[C:2]1[CH:7]=[CH:6][CH:5]=[CH:4][CH:3]=1.[H-].[Na+].I[CH3:30]. Given the product [CH2:1]([O:8][C:9](=[O:26])[N:10]([C:11]1[CH:16]=[CH:15][C:14]([O:17][Si:18]([C:21]([CH3:22])([CH3:23])[CH3:24])([CH3:19])[CH3:20])=[CH:13][C:12]=1[CH3:25])[CH3:30])[C:2]1[CH:3]=[CH:4][CH:5]=[CH:6][CH:7]=1, predict the reactants needed to synthesize it. (2) Given the product [NH:1]1[C:9]2[C:4](=[C:5]([C:10]3[N:11]=[C:12]([N:26]4[CH2:31][CH2:30][O:29][CH2:28][CH2:27]4)[C:13]4[S:18][C:17]([C:19]5([OH:25])[CH2:20][CH2:21][N:22]([C:38](=[O:39])[CH2:37][NH:36][C:32](=[O:35])[CH:33]=[CH2:34])[CH2:23][CH2:24]5)=[CH:16][C:14]=4[N:15]=3)[CH:6]=[CH:7][CH:8]=2)[CH:3]=[N:2]1, predict the reactants needed to synthesize it. The reactants are: [NH:1]1[C:9]2[C:4](=[C:5]([C:10]3[N:11]=[C:12]([N:26]4[CH2:31][CH2:30][O:29][CH2:28][CH2:27]4)[C:13]4[S:18][C:17]([C:19]5([OH:25])[CH2:24][CH2:23][NH:22][CH2:21][CH2:20]5)=[CH:16][C:14]=4[N:15]=3)[CH:6]=[CH:7][CH:8]=2)[CH:3]=[N:2]1.[C:32]([NH:36][CH2:37][C:38](O)=[O:39])(=[O:35])[CH:33]=[CH2:34].CN(C(ON1N=NC2C=CC=NC1=2)=[N+](C)C)C.F[P-](F)(F)(F)(F)F.CCN(C(C)C)C(C)C. (3) Given the product [CH3:15][O:16][C:17]1[CH:18]=[CH:19][C:20]([S:23]([N:3]2[CH:4]([C:12]([OH:14])=[O:13])[CH2:5][C:6]3[C:11](=[CH:10][CH:9]=[CH:8][CH:7]=3)[CH2:2]2)(=[O:25])=[O:24])=[CH:21][CH:22]=1, predict the reactants needed to synthesize it. The reactants are: Cl.[CH2:2]1[C:11]2[C:6](=[CH:7][CH:8]=[CH:9][CH:10]=2)[CH2:5][CH:4]([C:12]([OH:14])=[O:13])[NH:3]1.[CH3:15][O:16][C:17]1[CH:22]=[CH:21][C:20]([S:23](Cl)(=[O:25])=[O:24])=[CH:19][CH:18]=1.C(N(CC)CC)C. (4) Given the product [O:21]=[C:15]1[CH:14]([N:7]2[CH2:6][C:5]3[C:9](=[CH:10][CH:11]=[CH:12][C:4]=3[CH2:35][N:38]([CH3:39])[C:33]([NH:32][C:22]3[C:31]4[C:26](=[CH:27][CH:28]=[CH:29][CH:30]=4)[CH:25]=[CH:24][CH:23]=3)=[O:34])[C:8]2=[O:13])[CH2:19][CH2:18][C:17](=[O:20])[NH:16]1, predict the reactants needed to synthesize it. The reactants are: Cl.CN[C:4]1[CH:12]=[CH:11][CH:10]=[C:9]2[C:5]=1[CH2:6][N:7]([CH:14]1[CH2:19][CH2:18][C:17](=[O:20])[NH:16][C:15]1=[O:21])[C:8]2=[O:13].[C:22]1([N:32]=[C:33]=[O:34])[C:31]2[C:26](=[CH:27][CH:28]=[CH:29][CH:30]=2)[CH:25]=[CH:24][CH:23]=1.[CH:35]([N:38](C(C)C)[CH2:39]C)(C)C. (5) Given the product [F:4][C:5]1[C:10]([O:11][CH2:12][CH2:13][O:14][CH3:15])=[CH:9][N:8]=[C:7]2[NH:16][CH:17]=[C:18]([NH2:19])[C:6]=12, predict the reactants needed to synthesize it. The reactants are: Cl[Sn]Cl.[F:4][C:5]1[C:10]([O:11][CH2:12][CH2:13][O:14][CH3:15])=[CH:9][N:8]=[C:7]2[NH:16][CH:17]=[C:18]([N+:19]([O-])=O)[C:6]=12.[OH-].[Na+]. (6) Given the product [N+:13]([C:16]1[CH:23]=[CH:22][C:19]([CH2:20][S:2][C:3]2[N:11]=[CH:10][N:9]=[C:8]3[C:4]=2[NH:5][CH:6]=[N:7]3)=[CH:18][CH:17]=1)([O-:15])=[O:14], predict the reactants needed to synthesize it. The reactants are: O.[SH:2][C:3]1[N:11]=[CH:10][N:9]=[C:8]2[C:4]=1[NH:5][CH:6]=[N:7]2.O.[N+:13]([C:16]1[CH:23]=[CH:22][C:19]([CH2:20]Br)=[CH:18][CH:17]=1)([O-:15])=[O:14]. (7) Given the product [F:1][C:2]1[CH:8]=[CH:7][C:5]([NH:6][C:12](=[O:13])[O:14][C:15]([CH3:18])([CH3:17])[CH3:16])=[CH:4][C:3]=1[N+:9]([O-:11])=[O:10], predict the reactants needed to synthesize it. The reactants are: [F:1][C:2]1[CH:8]=[CH:7][C:5]([NH2:6])=[CH:4][C:3]=1[N+:9]([O-:11])=[O:10].[C:12](O[C:12]([O:14][C:15]([CH3:18])([CH3:17])[CH3:16])=[O:13])([O:14][C:15]([CH3:18])([CH3:17])[CH3:16])=[O:13]. (8) The reactants are: [C:1](N1C=CN=C1)(N1C=CN=C1)=[S:2].C(N(C(C)C)CC)(C)C.Cl.[F:23][C:24]([F:28])([F:27])[CH2:25][NH2:26].[NH2:29][CH:30]([CH2:48][S:49]([CH2:52][C:53]1[CH:58]=[CH:57][CH:56]=[CH:55][CH:54]=1)(=[O:51])=[O:50])[C:31]([NH:33][CH:34]([CH:37]([C:39]1[O:40][C:41]2[CH:47]=[CH:46][CH:45]=[CH:44][C:42]=2[N:43]=1)[OH:38])[CH2:35][CH3:36])=[O:32]. Given the product [O:40]1[C:41]2[CH:47]=[CH:46][CH:45]=[CH:44][C:42]=2[N:43]=[C:39]1[CH:37]([OH:38])[CH:34]([NH:33][C:31](=[O:32])[CH:30]([NH:29][C:1]([NH:26][CH2:25][C:24]([F:28])([F:27])[F:23])=[S:2])[CH2:48][S:49]([CH2:52][C:53]1[CH:58]=[CH:57][CH:56]=[CH:55][CH:54]=1)(=[O:50])=[O:51])[CH2:35][CH3:36], predict the reactants needed to synthesize it. (9) Given the product [CH:3]1([C:6]2[CH:11]=[C:10]([CH2:12][N:13]3[CH2:16][C:15]4([CH2:20][C:19]([N:21]5[CH2:26][CH2:25][CH:24]([C:27]([OH:29])=[O:28])[CH2:23][CH2:22]5)=[N:18][O:17]4)[CH2:14]3)[CH:9]=[C:8]([O:32][CH2:33][CH2:34][CH3:35])[C:7]=2[C:36]2[CH:41]=[CH:40][C:39]([F:42])=[CH:38][CH:37]=2)[CH2:4][CH2:5]1, predict the reactants needed to synthesize it. The reactants are: [OH-].[Na+].[CH:3]1([C:6]2[CH:11]=[C:10]([CH2:12][N:13]3[CH2:16][C:15]4([CH2:20][C:19]([N:21]5[CH2:26][CH2:25][CH:24]([C:27]([O:29]CC)=[O:28])[CH2:23][CH2:22]5)=[N:18][O:17]4)[CH2:14]3)[CH:9]=[C:8]([O:32][CH2:33][CH2:34][CH3:35])[C:7]=2[C:36]2[CH:41]=[CH:40][C:39]([F:42])=[CH:38][CH:37]=2)[CH2:5][CH2:4]1. (10) Given the product [CH3:8][S:9][C:10]1[C:18]([OH:19])=[CH:17][CH:16]=[C:15]2[C:11]=1[CH:12]=[N:13][NH:14]2, predict the reactants needed to synthesize it. The reactants are: FC(F)(F)C(O)=O.[CH3:8][S:9][C:10]1[C:18]([O:19]C2CCCCO2)=[CH:17][CH:16]=[C:15]2[C:11]=1[CH:12]=[N:13][N:14]2C1CCCCO1.O.